Dataset: Forward reaction prediction with 1.9M reactions from USPTO patents (1976-2016). Task: Predict the product of the given reaction. (1) Given the reactants [CH3:1][C:2]1[CH:6]=[C:5]([CH3:7])[N:4]([C:8]2[CH:13]=[CH:12][C:11]([O:14][CH3:15])=[CH:10][C:9]=2[CH2:16]O)[N:3]=1.C1C=CC(P([N:32]=[N+:33]=[N-:34])(C2C=CC=CC=2)=O)=CC=1.C1CCN2C(=NCCC2)CC1, predict the reaction product. The product is: [N:32]([CH2:16][C:9]1[CH:10]=[C:11]([O:14][CH3:15])[CH:12]=[CH:13][C:8]=1[N:4]1[C:5]([CH3:7])=[CH:6][C:2]([CH3:1])=[N:3]1)=[N+:33]=[N-:34]. (2) Given the reactants [C:1]([C:5]1[C:6](=[O:15])[NH:7][C:8]2[C:13]([CH:14]=1)=[CH:12][CH:11]=[CH:10][CH:9]=2)([CH3:4])([CH3:3])[CH3:2].Br[CH2:17][C:18](=[O:23])[C:19]([CH3:22])([CH3:21])[CH3:20].[C:24](=O)([O-])[O-:25].[Cs+].[Cs+], predict the reaction product. The product is: [C:1]([C:5]1[C:6](=[O:15])[N:7]([CH2:17][C:18](=[O:23])[C:19]([CH3:22])([CH3:21])[CH3:20])[C:8]2[C:13]([CH:14]=1)=[CH:12][CH:11]=[C:10]([O:25][CH3:24])[CH:9]=2)([CH3:4])([CH3:2])[CH3:3]. (3) Given the reactants [NH2:1][C:2]1[N:7]=[CH:6][C:5]2[C:8]([C:11]3[S:15][C:14]([CH:16]=[O:17])=[CH:13][CH:12]=3)=[CH:9][O:10][C:4]=2[C:3]=1[O:18][C@@H:19]([C:21]1[C:26]([Cl:27])=[CH:25][CH:24]=[C:23]([F:28])[C:22]=1[Cl:29])[CH3:20].[BH4-].[Na+], predict the reaction product. The product is: [NH2:1][C:2]1[N:7]=[CH:6][C:5]2[C:8]([C:11]3[S:15][C:14]([CH2:16][OH:17])=[CH:13][CH:12]=3)=[CH:9][O:10][C:4]=2[C:3]=1[O:18][C@@H:19]([C:21]1[C:26]([Cl:27])=[CH:25][CH:24]=[C:23]([F:28])[C:22]=1[Cl:29])[CH3:20]. (4) Given the reactants [OH-].[Li+].[Cl:3][C:4]1[N:5]=[C:6]([C:11]([NH:13][C@H:14]2[CH2:19][CH2:18][N:17]([C:20]3[S:21][C:22]([C:31]([O:33]CC)=[O:32])=[C:23]([C:25](=[O:30])[NH:26][CH2:27][CH2:28][F:29])[N:24]=3)[CH2:16][C@H:15]2[O:36][CH2:37][CH3:38])=[O:12])[NH:7][C:8]=1[CH2:9][CH3:10], predict the reaction product. The product is: [Cl:3][C:4]1[N:5]=[C:6]([C:11]([NH:13][C@H:14]2[CH2:19][CH2:18][N:17]([C:20]3[S:21][C:22]([C:31]([OH:33])=[O:32])=[C:23]([C:25](=[O:30])[NH:26][CH2:27][CH2:28][F:29])[N:24]=3)[CH2:16][C@H:15]2[O:36][CH2:37][CH3:38])=[O:12])[NH:7][C:8]=1[CH2:9][CH3:10]. (5) Given the reactants [F:1][C:2]1[CH:3]=[C:4]2[C:8](=[CH:9][CH:10]=1)[NH:7][C:6](=[O:11])[C:5]2=[CH:12][C:13]1[NH:17][C:16]([CH3:18])=[C:15]([C:19]([OH:21])=O)[C:14]=1[CH3:22].[NH2:23][CH2:24][CH:25]([OH:33])[CH2:26][N:27]1[CH2:32][CH2:31][O:30][CH2:29][CH2:28]1, predict the reaction product. The product is: [OH:33][CH:25]([CH2:26][N:27]1[CH2:32][CH2:31][O:30][CH2:29][CH2:28]1)[CH2:24][NH:23][C:19]([C:15]1[C:14]([CH3:22])=[C:13](/[CH:12]=[C:5]2\[C:6](=[O:11])[NH:7][C:8]3[C:4]\2=[CH:3][C:2]([F:1])=[CH:10][CH:9]=3)[NH:17][C:16]=1[CH3:18])=[O:21]. (6) The product is: [ClH:1].[CH3:27][C:23]1[CH:22]=[C:21]([CH:26]=[CH:25][CH:24]=1)[NH:20][C:2]1[C:11]2[C:6](=[CH:7][CH:8]=[CH:9][C:10]=2[O:12][CH:13]2[CH2:18][CH2:17][N:16]([CH3:19])[CH2:15][CH2:14]2)[N:5]=[CH:4][N:3]=1. Given the reactants [Cl:1][C:2]1[C:11]2[C:6](=[CH:7][CH:8]=[CH:9][C:10]=2[O:12][CH:13]2[CH2:18][CH2:17][N:16]([CH3:19])[CH2:15][CH2:14]2)[N:5]=[CH:4][N:3]=1.[NH2:20][C:21]1[CH:26]=[CH:25][CH:24]=[C:23]([CH3:27])[CH:22]=1, predict the reaction product. (7) Given the reactants [F:1][C:2]1[CH:3]=[C:4]([N+:9]([O-:11])=[O:10])[CH:5]=[CH:6][C:7]=1F.[CH2:12]([N:14]([CH2:19][CH3:20])[CH2:15][CH2:16][CH2:17][OH:18])[CH3:13], predict the reaction product. The product is: [CH2:12]([N:14]([CH2:19][CH3:20])[CH2:15][CH2:16][CH2:17][O:18][C:7]1[CH:6]=[CH:5][C:4]([N+:9]([O-:11])=[O:10])=[CH:3][C:2]=1[F:1])[CH3:13].